Dataset: Full USPTO retrosynthesis dataset with 1.9M reactions from patents (1976-2016). Task: Predict the reactants needed to synthesize the given product. (1) Given the product [Cl:52][C:49]1[CH:50]=[CH:51][C:46]([CH:39]([C:36]2[CH:35]=[CH:34][C:33]([Cl:32])=[CH:38][CH:37]=2)[N:40]2[CH2:41][CH2:42][N:43]([C:2]([O:17][CH:16]([C:15]([O:14][CH3:13])=[O:22])[C:18]([F:21])([F:20])[F:19])=[O:4])[CH2:44][CH2:45]2)=[CH:47][CH:48]=1, predict the reactants needed to synthesize it. The reactants are: Cl[C:2](Cl)([O:4]C(=O)OC(Cl)(Cl)Cl)Cl.[CH3:13][O:14][C:15](=[O:22])[CH:16]([C:18]([F:21])([F:20])[F:19])[OH:17].C(N(CC)C(C)C)(C)C.[Cl:32][C:33]1[CH:38]=[CH:37][C:36]([CH:39]([C:46]2[CH:51]=[CH:50][C:49]([Cl:52])=[CH:48][CH:47]=2)[N:40]2[CH2:45][CH2:44][NH:43][CH2:42][CH2:41]2)=[CH:35][CH:34]=1. (2) The reactants are: [CH3:1][C:2](=[O:6])[CH:3]=[CH:4][CH3:5].Cl[Mg][CH2:9][Si:10]([CH3:13])([CH3:12])[CH3:11]. Given the product [CH3:5][CH:4]([CH2:9][Si:10]([CH3:13])([CH3:12])[CH3:11])[CH2:3][C:2](=[O:6])[CH3:1], predict the reactants needed to synthesize it. (3) Given the product [Cl:17][C:18]1[CH:23]=[CH:22][C:21]([C:2]2[C:3]([N:11]([CH2:13][CH2:14][O:15][CH3:16])[CH3:12])=[N:4][CH:5]=[C:6]([CH:10]=2)[C:7]([OH:9])=[O:8])=[CH:20][CH:19]=1, predict the reactants needed to synthesize it. The reactants are: Br[C:2]1[C:3]([N:11]([CH2:13][CH2:14][O:15][CH3:16])[CH3:12])=[N:4][CH:5]=[C:6]([CH:10]=1)[C:7]([OH:9])=[O:8].[Cl:17][C:18]1[CH:23]=[CH:22][C:21](B(O)O)=[CH:20][CH:19]=1. (4) Given the product [CH:28]1([CH2:27][N:15]([C:16]2[CH:21]=[CH:20][CH:19]=[C:18]([NH:22][C:23](=[O:26])[CH2:24][CH3:25])[CH:17]=2)[C:13](=[O:14])[NH:12][C:10]2[S:11][C:7]([S:6][CH2:5][C:4]([OH:33])=[O:3])=[CH:8][N:9]=2)[CH2:29][CH2:30][CH2:31][CH2:32]1, predict the reactants needed to synthesize it. The reactants are: C([O:3][C:4](=[O:33])[CH2:5][S:6][C:7]1[S:11][C:10]([NH:12][C:13]([N:15]([CH2:27][CH:28]2[CH2:32][CH2:31][CH2:30][CH2:29]2)[C:16]2[CH:21]=[CH:20][CH:19]=[C:18]([NH:22][C:23](=[O:26])[CH2:24][CH3:25])[CH:17]=2)=[O:14])=[N:9][CH:8]=1)C.C1(CN(C2C=CC(F)=C(F)C=2)C(=O)NC2SC=C(CC(O)=O)N=2)CCCC1.NC1C=C(NC(=O)CC)C=CC=1.C1(C=O)CCCC1.C(OC(=O)CSC1SC(N)=NC=1)C.